From a dataset of Forward reaction prediction with 1.9M reactions from USPTO patents (1976-2016). Predict the product of the given reaction. (1) The product is: [CH:29]1([CH2:30][O:31][CH2:32][CH2:28][C:6]2[CH:5]=[CH:7][C:10]([CH2:11][C:21]3([C:25]#[N:26])[CH2:24][CH2:23][CH2:22]3)=[CH:9][CH:8]=2)[CH2:18][CH2:17]1. Given the reactants C(N[CH:5]([CH3:7])[CH3:6])(C)C.[CH2:8]([Li])[CH2:9][CH2:10][CH3:11].CN1[CH2:18][CH2:17]N(C)C1=O.[CH:21]1([C:25]#[N:26])[CH2:24][CH2:23][CH2:22]1.Cl.[CH2:28]1[CH2:32][O:31][CH2:30][CH2:29]1, predict the reaction product. (2) Given the reactants [CH3:1][C:2]1[CH:3]=[C:4]([S:8]([NH:11][C:12]2[C:13](=[O:25])[N:14]([CH2:21][C:22]([OH:24])=O)[C:15]([CH:18]([CH3:20])[CH3:19])=[CH:16][CH:17]=2)(=[O:10])=[O:9])[CH:5]=[CH:6][CH:7]=1.CN([P+](ON1N=NC2C1=CC=CC=2)(N(C)C)N(C)C)C.F[P-](F)(F)(F)(F)F.C(OC([N:60]([O:71][CH2:72][CH2:73][NH2:74])[C:61]([NH:63]C(OC(C)(C)C)=O)=[NH:62])=O)(C)(C)C.C(N(CC)CC)C.C(Cl)[Cl:83], predict the reaction product. The product is: [ClH:83].[CH3:1][C:2]1[CH:3]=[C:4]([S:8]([NH:11][C:12]2[C:13](=[O:25])[N:14]([CH2:21][C:22]([NH:74][CH2:73][CH2:72][O:71][NH:60][C:61]([NH2:63])=[NH:62])=[O:24])[C:15]([CH:18]([CH3:20])[CH3:19])=[CH:16][CH:17]=2)(=[O:10])=[O:9])[CH:5]=[CH:6][CH:7]=1. (3) Given the reactants [CH2:1]([NH:6][C:7]1[N:17]=[CH:16][CH:15]=[CH:14][C:8]=1[C:9]([O:11][CH2:12]C)=[O:10])[C:2]([CH3:5])([CH3:4])[CH3:3].C(C(CC)CNC1N=CC=CC=1C(OCC)=[O:26])C, predict the reaction product. The product is: [CH2:1]([N:6]1[C:7]2[N:17]=[CH:16][CH:15]=[CH:14][C:8]=2[C:9](=[O:10])[O:11][C:12]1=[O:26])[C:2]([CH3:5])([CH3:4])[CH3:3]. (4) Given the reactants O=P(Cl)(Cl)Cl.[NH2:6][C:7]1[CH:8]=[N:9][CH:10]=[C:11]([F:29])[C:12]=1[CH2:13][CH2:14][C@H:15]1[CH2:19][O:18][C:17]([CH3:21])([CH3:20])[N:16]1[C:22]([O:24][C:25]([CH3:28])([CH3:27])[CH3:26])=[O:23].[N:30]([C@@H:33]([C@H:37]([C:45]1[CH:50]=[C:49]([F:51])[CH:48]=[C:47]([F:52])[CH:46]=1)[C:38]1[CH:43]=[CH:42][C:41]([F:44])=[CH:40][CH:39]=1)[C:34](O)=[O:35])=[N+:31]=[N-:32], predict the reaction product. The product is: [N:30]([C@@H:33]([C@H:37]([C:45]1[CH:46]=[C:47]([F:52])[CH:48]=[C:49]([F:51])[CH:50]=1)[C:38]1[CH:43]=[CH:42][C:41]([F:44])=[CH:40][CH:39]=1)[C:34]([NH:6][C:7]1[CH:8]=[N:9][CH:10]=[C:11]([F:29])[C:12]=1[CH2:13][CH2:14][C@H:15]1[CH2:19][O:18][C:17]([CH3:21])([CH3:20])[N:16]1[C:22]([O:24][C:25]([CH3:28])([CH3:27])[CH3:26])=[O:23])=[O:35])=[N+:31]=[N-:32]. (5) Given the reactants C([O:3][C:4](=[O:25])[C:5]([CH2:17][C:18]1[CH:23]=[CH:22][C:21](O)=[CH:20][CH:19]=1)([O:10][C:11]1[CH:16]=[CH:15][CH:14]=[CH:13][CH:12]=1)[CH2:6][CH2:7][CH2:8][CH3:9])C.[C:26]1([C:32]2[O:33][C:34]([CH3:50])=[C:35]([CH2:37][CH2:38][O:39]S(C3C=CC(C)=CC=3)(=O)=O)[N:36]=2)[CH:31]=[CH:30][CH:29]=[CH:28][CH:27]=1, predict the reaction product. The product is: [CH3:50][C:34]1[O:33][C:32]([C:26]2[CH:27]=[CH:28][CH:29]=[CH:30][CH:31]=2)=[N:36][C:35]=1[CH2:37][CH2:38][O:39][C:21]1[CH:22]=[CH:23][C:18]([CH2:17][C:5]([O:10][C:11]2[CH:16]=[CH:15][CH:14]=[CH:13][CH:12]=2)([CH2:6][CH2:7][CH2:8][CH3:9])[C:4]([OH:25])=[O:3])=[CH:19][CH:20]=1. (6) Given the reactants [CH3:1][O:2][C:3]1[CH:4]=[C:5]([C:11]2[N:16]=[C:15]([O:17][C@@H:18]([C@H:20]3[CH2:24][NH:23][C:22](=[O:25])[CH2:21]3)[CH3:19])[C:14]3[N:26](COCC[Si](C)(C)C)[CH:27]=[N:28][C:13]=3[CH:12]=2)[CH:6]=[CH:7][C:8]=1[O:9][CH3:10].CCCC[N+](CCCC)(CCCC)CCCC.[F-].C(OCC)(=O)C, predict the reaction product. The product is: [CH3:1][O:2][C:3]1[CH:4]=[C:5]([C:11]2[N:16]=[C:15]([O:17][C@@H:18]([C@H:20]3[CH2:24][NH:23][C:22](=[O:25])[CH2:21]3)[CH3:19])[C:14]3[NH:26][CH:27]=[N:28][C:13]=3[CH:12]=2)[CH:6]=[CH:7][C:8]=1[O:9][CH3:10]. (7) Given the reactants Cl.[Cl:2][C:3]1[C:11]2[N:10]([CH2:12][CH2:13][CH3:14])[C:9]([C:15]3[CH:20]=[CH:19][C:18](I)=[CH:17][CH:16]=3)=[NH+:8][C:7]=2[CH:6]=[CH:5][CH:4]=1.[NH2:22][C:23]1[CH:28]=[CH:27][C:26]([CH3:29])=[CH:25][CH:24]=1.C([O-])([O-])=O.[Cs+].[Cs+], predict the reaction product. The product is: [Cl:2][C:3]1[C:11]2[N:10]([CH2:12][CH2:13][CH3:14])[C:9]([C:15]3[CH:20]=[CH:19][C:18]([NH:22][C:23]4[CH:28]=[CH:27][C:26]([CH3:29])=[CH:25][CH:24]=4)=[CH:17][CH:16]=3)=[N:8][C:7]=2[CH:6]=[CH:5][CH:4]=1.